The task is: Predict the product of the given reaction.. This data is from Forward reaction prediction with 1.9M reactions from USPTO patents (1976-2016). (1) Given the reactants Cl.[NH2:2][OH:3].O=[C:5]([C:27]1[C:36]2[C:31](=[CH:32][CH:33]=[C:34]([O:37][CH3:38])[CH:35]=2)[N:30]=[CH:29][C:28]=1[F:39])[CH2:6][CH2:7][CH:8]1[CH2:13][CH2:12][N:11]([CH2:14][CH2:15][S:16][C:17]2[S:18][CH:19]=[CH:20][CH:21]=2)[CH2:10][CH:9]1[CH2:22][C:23]([O:25][CH3:26])=[O:24], predict the reaction product. The product is: [OH:3][N:2]=[C:5]([C:27]1[C:36]2[C:31](=[CH:32][CH:33]=[C:34]([O:37][CH3:38])[CH:35]=2)[N:30]=[CH:29][C:28]=1[F:39])[CH2:6][CH2:7][CH:8]1[CH2:13][CH2:12][N:11]([CH2:14][CH2:15][S:16][C:17]2[S:18][CH:19]=[CH:20][CH:21]=2)[CH2:10][CH:9]1[CH2:22][C:23]([O:25][CH3:26])=[O:24]. (2) The product is: [Cl:61][C:62]1[CH:67]=[CH:66][C:65]([F:68])=[CH:64][C:63]=1[CH2:69][C:70]([NH:1][C:2]1[CH:3]=[CH:4][N:5]([CH3:27])[C:6]2[C:7]=1[CH:8]=[N:9][C:10]1[N:19]([C:20]3[CH:25]=[CH:24][C:23]([F:26])=[CH:22][CH:21]=3)[CH2:18][CH:17]=[C:12]3[NH:13][C:14](=[O:16])[C:15]=2[C:11]=13)=[O:71]. Given the reactants [NH2:1][C:2]1[CH:3]=[CH:4][N:5]([CH3:27])[C:6]2[C:7]=1[CH:8]=[N:9][C:10]1[N:19]([C:20]3[CH:25]=[CH:24][C:23]([F:26])=[CH:22][CH:21]=3)[CH2:18][CH:17]=[C:12]3[NH:13][C:14](=[O:16])[C:15]=2[C:11]=13.C(N(CC)C(C)C)(C)C.CN(C(ON1N=NC2C=CC=NC1=2)=[N+](C)C)C.F[P-](F)(F)(F)(F)F.[Cl:61][C:62]1[CH:67]=[CH:66][C:65]([F:68])=[CH:64][C:63]=1[CH2:69][C:70](O)=[O:71], predict the reaction product. (3) Given the reactants [NH2:1][C:2]1[CH:11]=[CH:10][C:9]([OH:12])=[C:8]2[C:3]=1[CH:4]=[CH:5][CH:6]=[N:7]2.[F:13][C:14]([F:31])([F:30])[C:15]1[CH:16]=[C:17]([N:21]2[CH2:26][CH2:25][CH:24]([C:27](O)=[O:28])[CH2:23][CH2:22]2)[CH:18]=[CH:19][CH:20]=1, predict the reaction product. The product is: [OH:12][C:9]1[CH:10]=[CH:11][C:2]([NH:1][C:27]([CH:24]2[CH2:23][CH2:22][N:21]([C:17]3[CH:18]=[CH:19][CH:20]=[C:15]([C:14]([F:31])([F:13])[F:30])[CH:16]=3)[CH2:26][CH2:25]2)=[O:28])=[C:3]2[C:8]=1[N:7]=[CH:6][CH:5]=[CH:4]2.